Dataset: Forward reaction prediction with 1.9M reactions from USPTO patents (1976-2016). Task: Predict the product of the given reaction. (1) Given the reactants [Br:1][C:2]1[CH:3]=[C:4]([NH:8][C:9]2[CH:14]=[CH:13][CH:12]=[CH:11][CH:10]=2)[CH:5]=[CH:6][CH:7]=1.[CH3:15][C:16]([NH:18][CH2:19][CH2:20]C1C2C=C(OC)C=CC=2NC=1)=[O:17], predict the reaction product. The product is: [Br:1][C:2]1[CH:3]=[C:4]([N:8]([C:9]2[CH:10]=[CH:11][CH:12]=[CH:13][CH:14]=2)[CH2:20][CH2:19][NH:18][C:16](=[O:17])[CH3:15])[CH:5]=[CH:6][CH:7]=1. (2) Given the reactants Br[C:2]1[CH:3]=[N:4][C:5]2[C:10]([N:11]=1)=[CH:9][N:8]([CH2:12][C:13]1[CH:18]=[CH:17][C:16]([F:19])=[C:15]([F:20])[CH:14]=1)[C:7](=[O:21])[CH:6]=2.[C:22]1([CH2:28][C:29]#[CH:30])[CH:27]=[CH:26][CH:25]=[CH:24][CH:23]=1.C(N(CC)CC)C, predict the reaction product. The product is: [F:20][C:15]1[CH:14]=[C:13]([CH:18]=[CH:17][C:16]=1[F:19])[CH2:12][N:8]1[C:7](=[O:21])[CH:6]=[C:5]2[C:10]([N:11]=[C:2]([C:30]#[C:29][CH2:28][C:22]3[CH:27]=[CH:26][CH:25]=[CH:24][CH:23]=3)[CH:3]=[N:4]2)=[CH:9]1. (3) Given the reactants Cl[C:2]1[N:7]=[C:6]([C:8]2[CH:9]=[CH:10][C:11]([O:16][CH:17]3[CH2:22][CH2:21][O:20][CH2:19][CH2:18]3)=[C:12]([CH:15]=2)[C:13]#[N:14])[CH:5]=[CH:4][N:3]=1.O1CCOCC1.[CH3:29][O:30][CH2:31][CH2:32][CH2:33][N:34]1[CH:38]=[C:37]([NH2:39])[CH:36]=[N:35]1.C(N(CC)CC)C, predict the reaction product. The product is: [CH3:29][O:30][CH2:31][CH2:32][CH2:33][N:34]1[CH:38]=[C:37]([NH:39][C:2]2[N:7]=[C:6]([C:8]3[CH:9]=[CH:10][C:11]([O:16][CH:17]4[CH2:22][CH2:21][O:20][CH2:19][CH2:18]4)=[C:12]([CH:15]=3)[C:13]#[N:14])[CH:5]=[CH:4][N:3]=2)[CH:36]=[N:35]1. (4) Given the reactants [Cl:1][C:2]1[CH:7]=[CH:6][C:5]([C:8]2[C:9](=[O:18])[NH:10][C:11]3([CH2:17][CH2:16][CH2:15][CH2:14][CH2:13]3)[N:12]=2)=[CH:4][CH:3]=1.Br[CH2:20][C:21]([O:23][CH2:24][CH3:25])=[O:22].C(=O)([O-])[O-].[K+].[K+], predict the reaction product. The product is: [CH2:24]([O:23][C:21](=[O:22])[CH2:20][N:10]1[C:11]2([CH2:17][CH2:16][CH2:15][CH2:14][CH2:13]2)[N:12]=[C:8]([C:5]2[CH:4]=[CH:3][C:2]([Cl:1])=[CH:7][CH:6]=2)[C:9]1=[O:18])[CH3:25]. (5) Given the reactants [Li+].[OH-].[CH:3]1([C@H:8]([NH:13][C:14]([C:16]2[C:25]([NH:26][C:27]([NH:29][C:30]3[C:35]([CH3:36])=[CH:34][C:33]([CH3:37])=[CH:32][C:31]=3[CH3:38])=[O:28])=[CH:24][C:23]3[C:18](=[CH:19][CH:20]=[CH:21][CH:22]=3)[CH:17]=2)=[O:15])[C:9]([O:11]C)=[O:10])[CH2:7][CH2:6][CH2:5][CH2:4]1.Cl.C(OCC)(=O)C, predict the reaction product. The product is: [CH:3]1([C@H:8]([NH:13][C:14]([C:16]2[C:25]([NH:26][C:27]([NH:29][C:30]3[C:35]([CH3:36])=[CH:34][C:33]([CH3:37])=[CH:32][C:31]=3[CH3:38])=[O:28])=[CH:24][C:23]3[C:18](=[CH:19][CH:20]=[CH:21][CH:22]=3)[CH:17]=2)=[O:15])[C:9]([OH:11])=[O:10])[CH2:7][CH2:6][CH2:5][CH2:4]1. (6) Given the reactants [H-].[Na+].[N:3]([CH2:6][CH:7]1[NH:12][C:11]2[C:13]([C:18]3[CH:23]=[CH:22][C:21]([O:24][CH3:25])=[CH:20][C:19]=3[CH3:26])=[CH:14][C:15]([Cl:17])=[CH:16][C:10]=2[O:9][CH2:8]1)=[N+:4]=[N-:5].I[CH3:28], predict the reaction product. The product is: [N:3]([CH2:6][CH:7]1[N:12]([CH3:28])[C:11]2[C:13]([C:18]3[CH:23]=[CH:22][C:21]([O:24][CH3:25])=[CH:20][C:19]=3[CH3:26])=[CH:14][C:15]([Cl:17])=[CH:16][C:10]=2[O:9][CH2:8]1)=[N+:4]=[N-:5]. (7) Given the reactants [BH4-].[Na+].[C:3]([C:7]1[CH:28]=[CH:27][C:10]([CH2:11][CH:12]([C:18]([C:20]2[CH:25]=[CH:24][CH:23]=[C:22]([Cl:26])[CH:21]=2)=[O:19])[C:13]([O:15][CH2:16][CH3:17])=[O:14])=[CH:9][CH:8]=1)([CH3:6])([CH3:5])[CH3:4].Cl.O, predict the reaction product. The product is: [C:3]([C:7]1[CH:28]=[CH:27][C:10]([CH2:11][CH:12]([CH:18]([C:20]2[CH:25]=[CH:24][CH:23]=[C:22]([Cl:26])[CH:21]=2)[OH:19])[C:13]([O:15][CH2:16][CH3:17])=[O:14])=[CH:9][CH:8]=1)([CH3:4])([CH3:5])[CH3:6]. (8) Given the reactants [F:1][C:2]1[CH:3]=[C:4]([CH:16]=[CH:17][C:18]=1[F:19])[O:5][C:6]1[C:11]([F:12])=[CH:10][C:9]([CH2:13][OH:14])=[CH:8][C:7]=1[F:15].Cl[C:21]1[CH:32]=[C:25]2[N:26]([CH3:31])[C@H:27]([CH3:30])[CH2:28][CH2:29][N:24]2[C:23](=[O:33])[N:22]=1, predict the reaction product. The product is: [F:1][C:2]1[CH:3]=[C:4]([CH:16]=[CH:17][C:18]=1[F:19])[O:5][C:6]1[C:7]([F:15])=[CH:8][C:9]([CH2:13][O:14][C:21]2[CH:32]=[C:25]3[N:26]([CH3:31])[C@H:27]([CH3:30])[CH2:28][CH2:29][N:24]3[C:23](=[O:33])[N:22]=2)=[CH:10][C:11]=1[F:12]. (9) Given the reactants [OH:1][C:2]1[CH:7]=[CH:6][C:5]([C:8](=[O:10])[CH3:9])=[CH:4][CH:3]=1.CO[CH:13](OC)[N:14](C)C, predict the reaction product. The product is: [O:10]1[C:8]([C:5]2[CH:6]=[CH:7][C:2]([OH:1])=[CH:3][CH:4]=2)=[CH:9][CH:13]=[N:14]1.